This data is from Reaction yield outcomes from USPTO patents with 853,638 reactions. The task is: Predict the reaction yield, written as a fraction of the theoretical maximum amount of product (1.0 means a 100% yield; for example, 0.34 means a 34% yield). (1) The reactants are [CH2:1]([C:3]1[S:28][C:6]2[N:7]([CH2:13][C:14]3[CH:19]=[CH:18][C:17]([C:20]4[C:21]([C:26]#[N:27])=[CH:22][CH:23]=[CH:24][CH:25]=4)=[CH:16][CH:15]=3)[C:8](=O)[O:9]C(=O)[C:5]=2[CH:4]=1)[CH3:2].[N-:29]=[N+]=[N-].[Na+].CN(C)C=O. The catalyst is C(OCC)(=O)C. The product is [CH2:1]([C:3]1[S:28][C:6]2[N:7]([CH2:13][C:14]3[CH:19]=[CH:18][C:17]([C:20]4[C:21]([C:26]#[N:27])=[CH:22][CH:23]=[CH:24][CH:25]=4)=[CH:16][CH:15]=3)[C:8](=[O:9])[NH:29][C:5]=2[CH:4]=1)[CH3:2]. The yield is 0.460. (2) The catalyst is C1COCC1. The reactants are [CH3:1][O:2][C:3](=[O:25])[C:4]1[CH:9]=[C:8]([C:10]2[N:11]=[N:12][N:13]([CH2:15][Si](C)(C)C)[CH:14]=2)[C:7]([C:20]([F:23])([F:22])[F:21])=[CH:6][C:5]=1[NH2:24].CCCC[N+](CCCC)(CCCC)CCCC.[F-]. The product is [CH3:1][O:2][C:3](=[O:25])[C:4]1[CH:9]=[C:8]([C:10]2[N:11]=[N:12][N:13]([CH3:15])[CH:14]=2)[C:7]([C:20]([F:23])([F:21])[F:22])=[CH:6][C:5]=1[NH2:24]. The yield is 0.710. (3) The reactants are C([O:3][C:4]([C:6]1[N:7]([CH2:15][C:16]#[N:17])[C:8]2[C:13]([CH:14]=1)=[CH:12][CH:11]=[CH:10][CH:9]=2)=[O:5])C.O[Li].O. The catalyst is C1COCC1.O. The product is [C:16]([CH2:15][N:7]1[C:8]2[C:13](=[CH:12][CH:11]=[CH:10][CH:9]=2)[CH:14]=[C:6]1[C:4]([OH:5])=[O:3])#[N:17]. The yield is 0.700. (4) The reactants are [F:1][C:2]1[CH:11]=[C:10]([N:12]2[CH2:17][CH2:16][N:15]3[CH2:18][CH2:19][CH2:20][C@H:14]3[CH2:13]2)[CH:9]=[CH:8][C:3]=1[C:4]([O:6]C)=[O:5].O.[OH-].[Li+]. The catalyst is O1CCCC1.CO.O. The product is [F:1][C:2]1[CH:11]=[C:10]([N:12]2[CH2:17][CH2:16][N:15]3[CH2:18][CH2:19][CH2:20][C@H:14]3[CH2:13]2)[CH:9]=[CH:8][C:3]=1[C:4]([OH:6])=[O:5]. The yield is 0.864.